This data is from Forward reaction prediction with 1.9M reactions from USPTO patents (1976-2016). The task is: Predict the product of the given reaction. Given the reactants [C:9](O[C:9]([O:11][C:12]([CH3:15])([CH3:14])[CH3:13])=[O:10])([O:11][C:12]([CH3:15])([CH3:14])[CH3:13])=[O:10].[Cl:16][C:17]1[CH:18]=[CH:19][C:20]2[O:25][CH2:24][C@H:23]([CH2:26][NH:27][CH2:28][CH:29]3[CH2:34][CH2:33][N:32]([C:35]4[CH:40]=[CH:39][CH:38]=[CH:37][C:36]=4[O:41]C)[CH2:31][CH2:30]3)[O:22][C:21]=2[CH:43]=1, predict the reaction product. The product is: [C:12]([O:11][C:9]([N:27]([CH2:28][CH:29]1[CH2:34][CH2:33][N:32]([C:35]2[CH:40]=[CH:39][CH:38]=[CH:37][C:36]=2[OH:41])[CH2:31][CH2:30]1)[CH2:26][C@@H:23]1[O:22][C:21]2[CH:43]=[C:17]([Cl:16])[CH:18]=[CH:19][C:20]=2[O:25][CH2:24]1)=[O:10])([CH3:13])([CH3:14])[CH3:15].